This data is from Full USPTO retrosynthesis dataset with 1.9M reactions from patents (1976-2016). The task is: Predict the reactants needed to synthesize the given product. (1) Given the product [F:19][C:20]1[CH:25]=[CH:24][C:23]([NH:1][C:2]2[CH:11]=[C:10]([O:12][C:13]3[CH:18]=[CH:17][CH:16]=[CH:15][CH:14]=3)[CH:9]=[CH:8][C:3]=2[C:4]([O:6][CH3:7])=[O:5])=[CH:22][CH:21]=1, predict the reactants needed to synthesize it. The reactants are: [NH2:1][C:2]1[CH:11]=[C:10]([O:12][C:13]2[CH:18]=[CH:17][CH:16]=[CH:15][CH:14]=2)[CH:9]=[CH:8][C:3]=1[C:4]([O:6][CH3:7])=[O:5].[F:19][C:20]1[CH:25]=[CH:24][C:23](I)=[CH:22][CH:21]=1.CC(C)([O-])C.[Na+].C(O)(=O)CC(CC(O)=O)(C(O)=O)O. (2) Given the product [Cl:1][C:2]1[S:6][C:5]([C:7]([OH:9])=[O:8])=[CH:4][C:3]=1[C:11]1[N:15]([CH3:16])[N:14]=[CH:13][C:12]=1[CH3:17], predict the reactants needed to synthesize it. The reactants are: [Cl:1][C:2]1[S:6][C:5]([C:7]([O:9]C)=[O:8])=[CH:4][C:3]=1[C:11]1[N:15]([CH3:16])[N:14]=[CH:13][C:12]=1[CH3:17].[OH-].[Na+]. (3) Given the product [CH3:33][C:28]1[C:27]([CH2:26][N:24]2[CH:25]=[C:21]([N:15]3[C:16](=[O:20])[C:17]([CH3:19])([CH3:18])[N:13]([CH2:12][C:11]4[CH:35]=[CH:36][CH:37]=[C:9]([OH:8])[CH:10]=4)[C:14]3=[O:34])[CH:22]=[N:23]2)=[C:31]([CH3:32])[O:30][N:29]=1, predict the reactants needed to synthesize it. The reactants are: [Si]([O:8][C:9]1[CH:10]=[C:11]([CH:35]=[CH:36][CH:37]=1)[CH2:12][N:13]1[C:17]([CH3:19])([CH3:18])[C:16](=[O:20])[N:15]([C:21]2[CH:22]=[N:23][N:24]([CH2:26][C:27]3[C:28]([CH3:33])=[N:29][O:30][C:31]=3[CH3:32])[CH:25]=2)[C:14]1=[O:34])(C(C)(C)C)(C)C.Cl. (4) Given the product [O:19]=[C:14]1[NH:15][C:16]2[C:11](=[CH:10][C:9]([C:6]3[CH:5]=[CH:4][C:3]([C:2]([F:1])([F:20])[F:21])=[CH:8][CH:7]=3)=[CH:18][CH:17]=2)[N:12]([CH2:29][C:30]([NH2:32])=[O:31])[CH2:13]1, predict the reactants needed to synthesize it. The reactants are: [F:1][C:2]([F:21])([F:20])[C:3]1[CH:8]=[CH:7][C:6]([C:9]2[CH:10]=[C:11]3[C:16](=[CH:17][CH:18]=2)[NH:15][C:14](=[O:19])[CH2:13][NH:12]3)=[CH:5][CH:4]=1.C(=O)([O-])[O-].[Na+].[Na+].Br[CH2:29][C:30]([NH2:32])=[O:31].C(OCC)(=O)C. (5) Given the product [Cl:19][C:16]1[CH:17]=[CH:18][C:13]([NH:12][C:4]2[N:3]=[C:2]([N:26]3[CH:25]=[CH:24][C:23]([N+:20]([O-:22])=[O:21])=[N:27]3)[N:10]=[C:9]3[C:5]=2[N:6]=[CH:7][N:8]3[CH3:11])=[CH:14][CH:15]=1, predict the reactants needed to synthesize it. The reactants are: Cl[C:2]1[N:10]=[C:9]2[C:5]([N:6]=[CH:7][N:8]2[CH3:11])=[C:4]([NH:12][C:13]2[CH:18]=[CH:17][C:16]([Cl:19])=[CH:15][CH:14]=2)[N:3]=1.[N+:20]([C:23]1[NH:27][N:26]=[CH:25][CH:24]=1)([O-:22])=[O:21].